Task: Predict the product of the given reaction.. Dataset: Forward reaction prediction with 1.9M reactions from USPTO patents (1976-2016) (1) Given the reactants [NH2:1][C:2]1[CH:9]=[CH:8][CH:7]=[C:6]([CH:10]2[CH2:12][CH2:11]2)[C:3]=1[C:4]#[N:5].O=[C:14]([CH3:21])[CH2:15][C:16]([O:18][CH2:19][CH3:20])=[O:17], predict the reaction product. The product is: [CH2:19]([O:18][C:16]([C:15]1[C:14]([CH3:21])=[N:1][C:2]2[C:3]([C:4]=1[NH2:5])=[C:6]([CH:10]1[CH2:11][CH2:12]1)[CH:7]=[CH:8][CH:9]=2)=[O:17])[CH3:20]. (2) Given the reactants C(OC([N:8]1[CH2:13][CH2:12][CH:11]([CH2:14][NH:15][C:16]2[N:21]3[N:22]=[CH:23][C:24]([Br:25])=[C:20]3[N:19]=[C:18]([C:26]3[CH:31]=[CH:30][CH:29]=[CH:28][C:27]=3[Cl:32])[CH:17]=2)[CH2:10][CH2:9]1)=O)(C)(C)C.S(=O)(=O)(O)O, predict the reaction product. The product is: [Br:25][C:24]1[CH:23]=[N:22][N:21]2[C:16]([NH:15][CH2:14][CH:11]3[CH2:10][CH2:9][NH:8][CH2:13][CH2:12]3)=[CH:17][C:18]([C:26]3[CH:31]=[CH:30][CH:29]=[CH:28][C:27]=3[Cl:32])=[N:19][C:20]=12.